This data is from Forward reaction prediction with 1.9M reactions from USPTO patents (1976-2016). The task is: Predict the product of the given reaction. (1) Given the reactants [C:1]([C:3]1[C:11]2[C:6](=[N:7][C:8]([CH3:13])=[CH:9][C:10]=2[CH3:12])[N:5]([CH:14]2[C:22]3[C:17](=[C:18]([O:25][CH3:26])[C:19]([O:23][CH3:24])=[CH:20][CH:21]=3)[CH2:16][CH2:15]2)[C:4]=1/[CH:27]=[CH:28]/[C:29]([NH:31][CH:32]1[CH2:37][CH2:36]OC(C)(C)C1)=[O:30])#[N:2].C(C1C2C(=NC(C)=CC=2C)N(C2C[C:60]3C(=CC=[C:58](OC)[C:59]=3[O:62]C)C2)C=1/C=C/C(O)=O)#N.CC1OC(C)CNC1, predict the reaction product. The product is: [CH3:26][O:25][C:18]1[C:19]([O:23][CH3:24])=[CH:20][CH:21]=[C:22]2[C:17]=1[CH2:16][CH2:15][CH:14]2[N:5]1[C:6]2=[N:7][C:8]([CH3:13])=[CH:9][C:10]([CH3:12])=[C:11]2[C:3]([C:1]#[N:2])=[C:4]1/[CH:27]=[CH:28]/[C:29]([N:31]1[CH2:32][CH:37]([CH3:36])[O:62][CH:59]([CH3:60])[CH2:58]1)=[O:30]. (2) Given the reactants ClC1C=[C:4]([N:8]2[CH2:12][CH2:11][C:10]3([CH2:17][CH2:16][CH2:15][C:14](=O)[CH2:13]3)[C:9]2=[O:19])C=CC=1.C([O-])(=O)C.[NH4+].C([BH3-])#[N:26].[Na+], predict the reaction product. The product is: [NH2:26][CH:14]1[CH2:15][CH2:16][CH2:17][C:10]2([C:9](=[O:19])[N:8]([CH3:4])[CH2:12][CH2:11]2)[CH2:13]1. (3) Given the reactants Br[CH2:2][C:3]1[CH:8]=[CH:7][CH:6]=[CH:5][C:4]=1[C:9]([F:12])([F:11])[F:10].BrCC1CCCCO1.[NH:21]1[C:29]2[C:24](=[CH:25][CH:26]=[CH:27][CH:28]=2)[C@:23]2([C:41]3[C:32](=[CH:33][C:34]4[O:39][CH2:38][CH2:37][O:36][C:35]=4[CH:40]=3)[O:31][CH2:30]2)[C:22]1=[O:42], predict the reaction product. The product is: [F:10][C:9]([F:12])([F:11])[C:4]1[CH:5]=[CH:6][CH:7]=[CH:8][C:3]=1[CH2:2][N:21]1[C:29]2[C:24](=[CH:25][CH:26]=[CH:27][CH:28]=2)[C@:23]2([C:41]3[C:32](=[CH:33][C:34]4[O:39][CH2:38][CH2:37][O:36][C:35]=4[CH:40]=3)[O:31][CH2:30]2)[C:22]1=[O:42]. (4) Given the reactants FC(F)(F)C(O)=O.[NH2:8][C:9]1[CH:10]=[C:11]([C:21](=[O:23])[CH3:22])[CH:12]=[C:13]([S:15]([F:20])([F:19])([F:18])([F:17])[F:16])[CH:14]=1.C(N(CC)CC)C.[CH3:31][S:32](Cl)(=[O:34])=[O:33].C(=O)([O-])O.[Na+], predict the reaction product. The product is: [CH3:31][S:32]([N:8]([S:32]([CH3:31])(=[O:34])=[O:33])[C:9]1[CH:10]=[C:11]([C:21](=[O:23])[CH3:22])[CH:12]=[C:13]([S:15]([F:20])([F:16])([F:17])([F:18])[F:19])[CH:14]=1)(=[O:34])=[O:33]. (5) Given the reactants [CH2:1]([NH2:8])[C:2]1[CH:7]=[CH:6][CH:5]=[CH:4][CH:3]=1.[NH:9]([C:21]([O:23][CH2:24][CH:25]1[C:37]2[C:32](=[CH:33][CH:34]=[CH:35][CH:36]=2)[C:31]2[C:26]1=[CH:27][CH:28]=[CH:29][CH:30]=2)=[O:22])[C@H:10]([C:18](O)=[O:19])[C@@H:11]([CH3:17])[O:12][C:13]([CH3:16])([CH3:15])[CH3:14].CN(C(ON1N=NC2C=CC=NC1=2)=[N+](C)C)C.F[P-](F)(F)(F)(F)F, predict the reaction product. The product is: [NH:9]([C:21]([O:23][CH2:24][CH:25]1[C:37]2[C:32](=[CH:33][CH:34]=[CH:35][CH:36]=2)[C:31]2[C:26]1=[CH:27][CH:28]=[CH:29][CH:30]=2)=[O:22])[C@H:10]([C:18]([NH:8][CH2:1][C:2]1[CH:7]=[CH:6][CH:5]=[CH:4][CH:3]=1)=[O:19])[C@@H:11]([CH3:17])[O:12][C:13]([CH3:15])([CH3:16])[CH3:14]. (6) Given the reactants [CH2:1]([N:3]([CH2:6][CH3:7])[CH2:4][CH3:5])[CH3:2].[CH3:8][S:9](Cl)(=[O:11])=[O:10].O1C[CH2:16][CH2:15][CH2:14]1, predict the reaction product. The product is: [N:3]1[CH:4]=[CH:5][CH:8]=[CH:7][CH:6]=1.[CH:8]([S:9]([CH:16]=[CH:15][CH3:14])(=[O:11])=[O:10])=[CH:1][CH3:2]. (7) Given the reactants [CH2:1]([C:3]1[NH:4][C:5](=[O:27])[C:6]([CH2:12][C:13]2[CH:18]=[CH:17][C:16]([C:19]3[C:20]([C:25]#[N:26])=[CH:21][CH:22]=[CH:23][CH:24]=3)=[CH:15][CH:14]=2)=[C:7]([CH2:9][CH2:10][CH3:11])[N:8]=1)[CH3:2].[C:28]([C:31]1[CH:32]=[C:33](B(O)O)[CH:34]=[CH:35][CH:36]=1)(=[O:30])[CH3:29].C(N(CC)CC)C.N1C=CC=CC=1, predict the reaction product. The product is: [C:28]([C:31]1[CH:36]=[C:35]([N:4]2[C:5](=[O:27])[C:6]([CH2:12][C:13]3[CH:18]=[CH:17][C:16]([C:19]4[C:20]([C:25]#[N:26])=[CH:21][CH:22]=[CH:23][CH:24]=4)=[CH:15][CH:14]=3)=[C:7]([CH2:9][CH2:10][CH3:11])[N:8]=[C:3]2[CH2:1][CH3:2])[CH:34]=[CH:33][CH:32]=1)(=[O:30])[CH3:29].